Dataset: Forward reaction prediction with 1.9M reactions from USPTO patents (1976-2016). Task: Predict the product of the given reaction. (1) Given the reactants [H-].[Na+].N[C:4]1[CH:9]=[CH:8][CH:7]=[CH:6][CH:5]=1.C[C:11]1[CH2:15][C:14](C)=[C:13](C)[C:12]=1[CH3:18].Cl[Si:20]([C:23]1[CH:28]=[C:27]([CH2:29][CH2:30][CH2:31]CCC)[CH:26]=C(CCCCCC)[CH:24]=1)([CH3:22])[CH3:21].[C:41](=O)([O-])[O-].[Na+].[Na+].[C:47]1(C)[CH:52]=[CH:51][CH:50]=[CH:49][CH:48]=1, predict the reaction product. The product is: [CH2:51]([C:6]1[CH:5]=[C:4]([C:28]2[C:23]([SiH:20]([CH3:21])[CH3:22])([CH3:24])[C:30]([CH3:31])=[C:29]([CH3:41])[C:27]=2[CH3:26])[CH:9]=[C:8]([CH2:11][CH2:15][CH2:14][CH2:13][CH2:12][CH3:18])[CH:7]=1)[CH2:52][CH2:47][CH2:48][CH2:49][CH3:50]. (2) Given the reactants [N:1]1[CH:6]=[CH:5][CH:4]=[C:3]([C:7]2[S:11][C:10]([CH:12]=O)=[CH:9][CH:8]=2)[CH:2]=1.[CH3:14][NH:15][CH3:16].Cl.C([BH3-])#N.[Na+], predict the reaction product. The product is: [CH3:14][N:15]([CH3:16])[CH2:12][C:10]1[S:11][C:7]([C:3]2[CH:2]=[N:1][CH:6]=[CH:5][CH:4]=2)=[CH:8][CH:9]=1. (3) Given the reactants [OH:1][C:2]1[CH:3]=[CH:4][C:5]2[O:9][C:8]([C:10]3[O:14][N:13]=[C:12]([O:15][CH2:16][C@@H:17]([NH:19][C:20](=[O:26])[O:21][C:22]([CH3:25])([CH3:24])[CH3:23])[CH3:18])[CH:11]=3)=[N:7][C:6]=2[CH:27]=1.[CH2:28](I)[CH3:29], predict the reaction product. The product is: [CH2:28]([O:1][C:2]1[CH:3]=[CH:4][C:5]2[O:9][C:8]([C:10]3[O:14][N:13]=[C:12]([O:15][CH2:16][C@@H:17]([NH:19][C:20](=[O:26])[O:21][C:22]([CH3:23])([CH3:25])[CH3:24])[CH3:18])[CH:11]=3)=[N:7][C:6]=2[CH:27]=1)[CH3:29]. (4) The product is: [C:15]([CH2:14][C:12]1[CH:11]=[C:6]([CH:5]=[C:4]([CH2:3][C:1]#[N:2])[CH:13]=1)[C:7]([OH:9])=[O:8])#[N:16]. Given the reactants [C:1]([CH2:3][C:4]1[CH:5]=[C:6]([CH:11]=[C:12]([CH2:14][C:15]#[N:16])[CH:13]=1)[C:7]([O:9]C)=[O:8])#[N:2].O[Li].O, predict the reaction product. (5) Given the reactants [NH2:1][C:2]1[CH:11]=[CH:10][CH:9]=[C:8]2[C:3]=1[CH:4]=[CH:5][C:6]([Cl:12])=[N:7]2.[F:13][C:14]1[CH:19]=[CH:18][C:17]([S:20](Cl)(=[O:22])=[O:21])=[CH:16][CH:15]=1, predict the reaction product. The product is: [Cl:12][C:6]1[CH:5]=[CH:4][C:3]2[C:8](=[CH:9][CH:10]=[CH:11][C:2]=2[NH:1][S:20]([C:17]2[CH:18]=[CH:19][C:14]([F:13])=[CH:15][CH:16]=2)(=[O:22])=[O:21])[N:7]=1. (6) The product is: [CH3:3][O:4][CH:32]([CH3:33])[CH2:31][S:28]([C:25]1[CH:26]=[CH:27][C:22]([C:19]2[CH:20]=[CH:21][C:16]([CH2:15][CH2:14][N:10]3[CH2:11][CH2:12][CH2:13][C@H:9]3[CH3:8])=[CH:17][CH:18]=2)=[CH:23][CH:24]=1)(=[O:30])=[O:29]. Given the reactants FC(F)(F)[C:3](O)=[O:4].[CH3:8][C@@H:9]1[CH2:13][CH2:12][CH2:11][N:10]1[CH2:14][CH2:15][C:16]1[CH:21]=[CH:20][C:19]([C:22]2[CH:27]=[CH:26][C:25]([S:28]([CH2:31][CH:32]=[CH2:33])(=[O:30])=[O:29])=[CH:24][CH:23]=2)=[CH:18][CH:17]=1.C[O-].[Na+].FC(F)(F)C(O)=O, predict the reaction product. (7) Given the reactants S(=O)(=O)(O)O.[Cl:6][C:7]1[CH:8]=[C:9]([CH:13]=[C:14]([O:16][CH3:17])[N:15]=1)[C:10]([OH:12])=[O:11].C([O-])(O)=O.[Na+].[CH2:23](O)[CH3:24], predict the reaction product. The product is: [CH2:23]([O:11][C:10](=[O:12])[C:9]1[CH:13]=[C:14]([O:16][CH3:17])[N:15]=[C:7]([Cl:6])[CH:8]=1)[CH3:24]. (8) The product is: [CH3:13][C:12]1[CH:11]=[CH:10][CH:9]=[CH:8][C:7]=1[NH:6][C:5](=[O:16])[CH2:4][CH2:3][CH:2]([CH3:14])[CH3:1]. Given the reactants [CH3:1][CH:2]([CH3:14])[CH2:3][CH2:4][C:5]1[NH:6][C:7]2[C:12]([CH:13]=1)=[CH:11][CH:10]=[CH:9][CH:8]=2.C(N1C=CN=C1)(N1C=CN=C1)=[O:16].CC(C)CCC(O)=O.NC1C(C)=CC=CC=1, predict the reaction product. (9) Given the reactants C(OC([N:8]1[CH2:13][CH2:12][CH:11]([O:14][C:15]2[CH:20]=[C:19]([O:21][CH2:22][CH3:23])[CH:18]=[C:17]([CH:24]([NH:30][C:31]3[CH:36]=[CH:35][C:34]([C:37]#[N:38])=[CH:33][CH:32]=3)[C:25]([O:27][CH2:28][CH3:29])=[O:26])[C:16]=2[F:39])[CH2:10][CH2:9]1)=O)(C)(C)C.FC(F)(F)C(O)=O.C([O-])([O-])=O.[Na+].[Na+], predict the reaction product. The product is: [CH2:28]([O:27][C:25](=[O:26])[CH:24]([NH:30][C:31]1[CH:32]=[CH:33][C:34]([C:37]#[N:38])=[CH:35][CH:36]=1)[C:17]1[CH:18]=[C:19]([O:21][CH2:22][CH3:23])[CH:20]=[C:15]([O:14][CH:11]2[CH2:10][CH2:9][NH:8][CH2:13][CH2:12]2)[C:16]=1[F:39])[CH3:29].